From a dataset of Forward reaction prediction with 1.9M reactions from USPTO patents (1976-2016). Predict the product of the given reaction. (1) Given the reactants [O:1]1[CH:5]=[CH:4][N:3]=[CH:2]1.[Li]CCCC.[C:11]([O:15][C:16]([N:18]1[CH2:23][CH2:22][CH:21]([CH2:24][CH2:25][CH2:26][C:27](Cl)=[O:28])[CH2:20][CH2:19]1)=[O:17])([CH3:14])([CH3:13])[CH3:12], predict the reaction product. The product is: [C:11]([O:15][C:16]([N:18]1[CH2:23][CH2:22][CH:21]([CH2:24][CH2:25][CH2:26][C:27]([C:2]2[O:1][CH:5]=[CH:4][N:3]=2)=[O:28])[CH2:20][CH2:19]1)=[O:17])([CH3:14])([CH3:13])[CH3:12]. (2) Given the reactants [F:1][CH:2]([F:8])[CH:3]([OH:7])[C:4]([NH2:6])=[O:5].[C:9]([Si:13]([CH3:16])([CH3:15])Cl)([CH3:12])([CH3:11])[CH3:10].C(N(CC)CC)C, predict the reaction product. The product is: [Si:13]([O:7][CH:3]([CH:2]([F:8])[F:1])[C:4]([NH2:6])=[O:5])([C:9]([CH3:12])([CH3:11])[CH3:10])([CH3:16])[CH3:15].